This data is from Reaction yield outcomes from USPTO patents with 853,638 reactions. The task is: Predict the reaction yield, written as a fraction of the theoretical maximum amount of product (1.0 means a 100% yield; for example, 0.34 means a 34% yield). (1) The reactants are [Cl:1][C:2]1[N:7]=[CH:6][C:5]([CH2:8][C@@H:9]([OH:12])[CH2:10][OH:11])=[CH:4][C:3]=1[F:13].O.[C:15]1(C)[CH:20]=CC(S(O)(=O)=O)=C[CH:16]=1. The yield is 0.970. The catalyst is COC(OC)(C)C. The product is [Cl:1][C:2]1[C:3]([F:13])=[CH:4][C:5]([CH2:8][C@@H:9]2[CH2:10][O:11][C:15]([CH3:20])([CH3:16])[O:12]2)=[CH:6][N:7]=1. (2) The reactants are [CH:1]([C:4]1[C:8]([CH2:9][O:10][C:11]2[CH:15]=[C:14]([C:16](OC)=[O:17])[N:13]([CH3:20])[N:12]=2)=[CH:7][N:6]([C:21]2[CH:26]=[CH:25][C:24]([C:27]([F:30])([F:29])[F:28])=[CH:23][N:22]=2)[N:5]=1)([CH3:3])[CH3:2].[H-].C([Al+]CC(C)C)C(C)C.Cl. The catalyst is O1CCCC1.CCCCCC. The product is [CH:1]([C:4]1[C:8]([CH2:9][O:10][C:11]2[CH:15]=[C:14]([CH2:16][OH:17])[N:13]([CH3:20])[N:12]=2)=[CH:7][N:6]([C:21]2[CH:26]=[CH:25][C:24]([C:27]([F:28])([F:30])[F:29])=[CH:23][N:22]=2)[N:5]=1)([CH3:3])[CH3:2]. The yield is 0.960. (3) The catalyst is C(Cl)Cl. The yield is 0.130. The product is [CH2:1]([C:8]1[C:9]2[CH2:30][S:29](=[O:39])[CH2:28][CH2:27][C:10]=2[N:11]=[C:12]([NH:14][C:15]2[CH:16]=[CH:17][C:18]([N:21]3[CH:25]=[CH:24][N:23]=[C:22]3[CH3:26])=[CH:19][CH:20]=2)[N:13]=1)[C:2]1[CH:3]=[CH:4][CH:5]=[CH:6][CH:7]=1. The reactants are [CH2:1]([C:8]1[C:9]2[CH2:30][S:29][CH2:28][CH2:27][C:10]=2[N:11]=[C:12]([NH:14][C:15]2[CH:20]=[CH:19][C:18]([N:21]3[CH:25]=[CH:24][N:23]=[C:22]3[CH3:26])=[CH:17][CH:16]=2)[N:13]=1)[C:2]1[CH:7]=[CH:6][CH:5]=[CH:4][CH:3]=1.C1C=C(Cl)C=C(C(OO)=[O:39])C=1.